The task is: Regression. Given a peptide amino acid sequence and an MHC pseudo amino acid sequence, predict their binding affinity value. This is MHC class I binding data.. This data is from Peptide-MHC class I binding affinity with 185,985 pairs from IEDB/IMGT. (1) The peptide sequence is RSADLELER. The MHC is HLA-A31:01 with pseudo-sequence HLA-A31:01. The binding affinity (normalized) is 0.652. (2) The peptide sequence is KSSFFVWVI. The MHC is HLA-A24:02 with pseudo-sequence HLA-A24:02. The binding affinity (normalized) is 0.608. (3) The peptide sequence is PRTLNAWVKLI. The MHC is HLA-B27:05 with pseudo-sequence HLA-B27:05. The binding affinity (normalized) is 0.185. (4) The peptide sequence is MHYGYNRAN. The MHC is HLA-B57:01 with pseudo-sequence HLA-B57:01. The binding affinity (normalized) is 0.0847. (5) The peptide sequence is LLCLIFLLV. The MHC is HLA-A02:02 with pseudo-sequence HLA-A02:02. The binding affinity (normalized) is 0.305. (6) The binding affinity (normalized) is 0. The peptide sequence is GHEDLMAAY. The MHC is HLA-A01:01 with pseudo-sequence HLA-A01:01. (7) The peptide sequence is FPQPQLPY. The MHC is Mamu-B17 with pseudo-sequence Mamu-B17. The binding affinity (normalized) is 0.